Task: Predict the product of the given reaction.. Dataset: Forward reaction prediction with 1.9M reactions from USPTO patents (1976-2016) (1) Given the reactants [N:1]1[C:6]2[N:7]=[CH:8][CH:9]=[CH:10][C:5]=2[CH:4]=[N:3][C:2]=1[NH2:11].[Br:12]Br, predict the reaction product. The product is: [Br:12][C:9]1[CH:8]=[N:7][C:6]2[N:1]=[C:2]([NH2:11])[N:3]=[CH:4][C:5]=2[CH:10]=1. (2) Given the reactants [Br:1][C:2]1[CH:11]=[C:10]2[C:5]([CH:6]=[C:7]([CH2:12][CH2:13][OH:14])[N:8]=[CH:9]2)=[CH:4][CH:3]=1.[S:15](Cl)([C:18]1[CH:24]=[CH:23][C:21]([CH3:22])=[CH:20][CH:19]=1)(=[O:17])=[O:16].C(N(CC)CC)C.O, predict the reaction product. The product is: [CH3:22][C:21]1[CH:23]=[CH:24][C:18]([S:15]([O:14][CH2:13][CH2:12][C:7]2[N:8]=[CH:9][C:10]3[C:5]([CH:6]=2)=[CH:4][CH:3]=[C:2]([Br:1])[CH:11]=3)(=[O:17])=[O:16])=[CH:19][CH:20]=1. (3) Given the reactants [N:1]1[C:6]2[CH2:7][NH:8][CH2:9][C:5]=2[C:4]([NH:10][C:11]2[CH:12]=[N:13][C:14]3[C:19]([CH:20]=2)=[CH:18][CH:17]=[CH:16][CH:15]=3)=[N:3][CH:2]=1.[F:21][C:22]([F:33])([F:32])[O:23][C:24]1[CH:31]=[CH:30][CH:29]=[CH:28][C:25]=1[CH:26]=O.ClCCCl.CO.C(O[BH-](OC(=O)C)OC(=O)C)(=O)C.[Na+], predict the reaction product. The product is: [N:13]1[C:14]2[C:19](=[CH:18][CH:17]=[CH:16][CH:15]=2)[CH:20]=[C:11]([NH:10][C:4]2[C:5]3[CH2:9][N:8]([CH2:26][C:25]4[CH:28]=[CH:29][CH:30]=[CH:31][C:24]=4[O:23][C:22]([F:21])([F:32])[F:33])[CH2:7][C:6]=3[N:1]=[CH:2][N:3]=2)[CH:12]=1. (4) Given the reactants [F:1][C:2]([F:39])([F:38])[C:3]1[CH:8]=[CH:7][C:6](/[CH:9]=[CH:10]/[C:11]2[O:12][CH:13]=[C:14]([CH2:16][O:17][C:18]3[CH:23]=[CH:22][C:21]([CH2:24][CH2:25][CH2:26][CH2:27][N:28]4[CH:32]=[CH:31][N:30]=[C:29]4[CH2:33][CH2:34][C:35]([OH:37])=O)=[CH:20][CH:19]=3)[N:15]=2)=[CH:5][CH:4]=1.[NH:40]1[CH2:45][CH2:44][O:43][CH2:42][CH2:41]1.P(C#N)(OCC)(OCC)=O, predict the reaction product. The product is: [F:38][C:2]([F:1])([F:39])[C:3]1[CH:4]=[CH:5][C:6](/[CH:9]=[CH:10]/[C:11]2[O:12][CH:13]=[C:14]([CH2:16][O:17][C:18]3[CH:19]=[CH:20][C:21]([CH2:24][CH2:25][CH2:26][CH2:27][N:28]4[CH:32]=[CH:31][N:30]=[C:29]4[CH2:33][CH2:34][C:35]([N:40]4[CH2:45][CH2:44][O:43][CH2:42][CH2:41]4)=[O:37])=[CH:22][CH:23]=3)[N:15]=2)=[CH:7][CH:8]=1. (5) Given the reactants [NH2:1][C:2]1[CH:11]=[CH:10][C:9]([C:12]([F:15])([F:14])[F:13])=[CH:8][C:3]=1[C:4]([O:6][CH3:7])=[O:5].[I:16]N1C(=O)CCC1=O, predict the reaction product. The product is: [NH2:1][C:2]1[C:11]([I:16])=[CH:10][C:9]([C:12]([F:13])([F:14])[F:15])=[CH:8][C:3]=1[C:4]([O:6][CH3:7])=[O:5].